Dataset: Reaction yield outcomes from USPTO patents with 853,638 reactions. Task: Predict the reaction yield, written as a fraction of the theoretical maximum amount of product (1.0 means a 100% yield; for example, 0.34 means a 34% yield). (1) The reactants are [N-:1]=[N+:2]=[N-:3].[Na+].CS(O[CH2:10][CH2:11][CH2:12][C:13]1([O:19][Si:20]([C:23]([CH3:26])([CH3:25])[CH3:24])([CH3:22])[CH3:21])[CH2:18][CH2:17][CH2:16][CH2:15][CH2:14]1)(=O)=O. The catalyst is CN(C)C=O.C(OCC)C. The product is [N:1]([CH2:10][CH2:11][CH2:12][C:13]1([O:19][Si:20]([C:23]([CH3:24])([CH3:26])[CH3:25])([CH3:21])[CH3:22])[CH2:14][CH2:15][CH2:16][CH2:17][CH2:18]1)=[N+:2]=[N-:3]. The yield is 0.950. (2) The reactants are [CH3:1][C:2]1[CH:7]=[CH:6][CH:5]=[C:4]([CH3:8])[CH:3]=1.S[C:10]12[S:20][C:11]1([CH:15]=[CH:16][CH:17]1S[CH:18]12)[C:12]([OH:14])=O.O. The catalyst is S(=O)(=O)(O)O. The product is [CH3:1][C:2]1[CH:3]=[C:4]([CH3:8])[C:5]2[S:20][C:10]3[C:11](=[CH:15][CH:16]=[CH:17][CH:18]=3)[C:12](=[O:14])[C:6]=2[CH:7]=1. The yield is 0.760. (3) The reactants are [CH3:1][O:2][C:3]([C:5]1[CH2:9][C@@H:8]([CH3:10])[CH2:7][C:6]=1OS(C(F)(F)F)(=O)=O)=[O:4].[CH3:19][O:20][CH2:21][O:22][C:23]1[CH:28]=[CH:27][C:26]([O:29][CH2:30][O:31][CH3:32])=[CH:25][C:24]=1B(O)O.[Li+].[Cl-].C([O-])([O-])=O.[Na+].[Na+]. The catalyst is COCCOC.C1C=CC([P]([Pd]([P](C2C=CC=CC=2)(C2C=CC=CC=2)C2C=CC=CC=2)([P](C2C=CC=CC=2)(C2C=CC=CC=2)C2C=CC=CC=2)[P](C2C=CC=CC=2)(C2C=CC=CC=2)C2C=CC=CC=2)(C2C=CC=CC=2)C2C=CC=CC=2)=CC=1. The product is [CH3:1][O:2][C:3]([C:5]1[CH2:9][CH:8]([CH3:10])[CH2:7][C:6]=1[C:25]1[CH:24]=[C:23]([O:22][CH2:21][O:20][CH3:19])[CH:28]=[CH:27][C:26]=1[O:29][CH2:30][O:31][CH3:32])=[O:4]. The yield is 0.830. (4) The reactants are [NH2:1][CH2:2][CH:3]([OH:5])[CH3:4].[CH3:6][C:7]([O:10][C:11](O[C:11]([O:10][C:7]([CH3:9])([CH3:8])[CH3:6])=[O:12])=[O:12])([CH3:9])[CH3:8]. The catalyst is C1COCC1.O.C1COCC1. The product is [OH:5][CH:3]([CH3:4])[CH2:2][NH:1][C:11](=[O:12])[O:10][C:7]([CH3:9])([CH3:8])[CH3:6]. The yield is 0.874. (5) The reactants are Cl[CH2:2][CH2:3][CH2:4][CH2:5][N:6]1[C:10]2[CH:11]=[CH:12][CH:13]=[CH:14][C:9]=2[N:8]=[N:7]1.[C:15]1([N:25]2[CH2:30][CH2:29][NH:28][CH2:27][CH2:26]2)[C:24]2[C:19](=[CH:20][CH:21]=[CH:22][CH:23]=2)[CH:18]=[CH:17][CH:16]=1.C(N(C(C)C)CC)(C)C.[I-].[K+]. The catalyst is C(#N)C. The product is [C:15]1([N:25]2[CH2:30][CH2:29][N:28]([CH2:2][CH2:3][CH2:4][CH2:5][N:6]3[C:10]4[CH:11]=[CH:12][CH:13]=[CH:14][C:9]=4[N:8]=[N:7]3)[CH2:27][CH2:26]2)[C:24]2[C:19](=[CH:20][CH:21]=[CH:22][CH:23]=2)[CH:18]=[CH:17][CH:16]=1. The yield is 0.601. (6) The reactants are [F:1][C:2]1[CH:7]=[CH:6][C:5]([N:8]2[C:12]([C:13]3[CH:23]=[CH:22][C:16]4[O:17][CH2:18][C:19](=[O:21])[NH:20][C:15]=4[CH:14]=3)=[CH:11][C:10]([C:24]([O:26]CC)=[O:25])=[N:9]2)=[CH:4][CH:3]=1.[OH-].[Na+].Cl. The catalyst is C1COCC1. The product is [F:1][C:2]1[CH:7]=[CH:6][C:5]([N:8]2[C:12]([C:13]3[CH:23]=[CH:22][C:16]4[O:17][CH2:18][C:19](=[O:21])[NH:20][C:15]=4[CH:14]=3)=[CH:11][C:10]([C:24]([OH:26])=[O:25])=[N:9]2)=[CH:4][CH:3]=1. The yield is 0.850.